Dataset: Reaction yield outcomes from USPTO patents with 853,638 reactions. Task: Predict the reaction yield, written as a fraction of the theoretical maximum amount of product (1.0 means a 100% yield; for example, 0.34 means a 34% yield). (1) The reactants are CO[C:3]([CH2:5][CH2:6][C@H:7]([NH2:11])[C:8]([OH:10])=[O:9])=[O:4].C(CC(=O)C)(=O)C.[CH:19]([NH:22]C(C)C)(C)[CH3:20].C(N)C. The catalyst is CO. The product is [NH2:11][C@H:7]([C:8]([OH:10])=[O:9])[CH2:6][CH2:5][C:3]([NH:22][CH2:19][CH3:20])=[O:4]. The yield is 0.759. (2) The reactants are [OH:1][C:2]1[CH:9]=[CH:8][C:5]([CH:6]=[O:7])=[CH:4][CH:3]=1.C(=O)([O-])[O-].[K+].[K+].[Br:16][CH2:17][CH2:18]Br. The product is [Br:16][CH2:17][CH2:18][O:1][C:2]1[CH:9]=[CH:8][C:5]([CH:6]=[O:7])=[CH:4][CH:3]=1. The yield is 0.880. The catalyst is C(O)C. (3) The reactants are [Cl:1][C:2]1[C:11]([OH:12])=[C:10]([OH:13])[CH:9]=[CH:8][C:3]=1[C:4]([O:6][CH3:7])=[O:5].[F-].[K+].Br[CH2:17]Br. The catalyst is CN(C=O)C.O. The product is [Cl:1][C:2]1[C:11]2[O:12][CH2:17][O:13][C:10]=2[CH:9]=[CH:8][C:3]=1[C:4]([O:6][CH3:7])=[O:5]. The yield is 0.420. (4) The reactants are [CH2:1]([O:9][CH2:10][C:11]([CH2:16][O:17][CH2:18][CH2:19][CH2:20][CH2:21][CH2:22][CH2:23][CH2:24][CH3:25])([CH2:14][OH:15])[CH2:12][OH:13])[CH2:2][CH2:3][CH2:4][CH2:5][CH2:6][CH2:7][CH3:8].[H-].[Na+:27].[S:28]1([O:34][CH2:33][CH2:32][O:31]1)(=[O:30])=[O:29].Cl. The catalyst is C1COCC1.CO. The product is [S:28]([O:34][S:28]([O-:31])(=[O:30])=[O:29])([O-:31])(=[O:30])=[O:29].[CH2:18]([O:17][CH2:16][C:11]([CH2:10][O:9][CH2:1][CH2:2][CH2:3][CH2:4][CH2:5][CH2:6][CH2:7][CH3:8])([CH2:14][O:15][CH2:32][CH2:33][OH:34])[CH2:12][O:13][CH2:32][CH2:33][OH:34])[CH2:19][CH2:20][CH2:21][CH2:22][CH2:23][CH2:24][CH3:25].[Na+:27].[Na+:27]. The yield is 0.702. (5) The reactants are [CH3:1][C:2]1([CH3:23])[O:22][C:6]2=[C:7]([CH3:21])[N:8]=[CH:9][C:10]([CH2:11][NH:12][C:13]3[CH:20]=[CH:19][C:16]([C:17]#[N:18])=[CH:15][CH:14]=3)=[C:5]2[CH2:4][O:3]1.[CH3:24][C:25]([O:28][C:29](O[C:29]([O:28][C:25]([CH3:27])([CH3:26])[CH3:24])=[O:30])=[O:30])([CH3:27])[CH3:26]. The catalyst is CN(C1C=CN=CC=1)C.ClCCl. The product is [C:25]([O:28][C:29](=[O:30])[N:12]([C:13]1[CH:20]=[CH:19][C:16]([C:17]#[N:18])=[CH:15][CH:14]=1)[CH2:11][C:10]1[CH:9]=[N:8][C:7]([CH3:21])=[C:6]2[O:22][C:2]([CH3:23])([CH3:1])[O:3][CH2:4][C:5]=12)([CH3:27])([CH3:26])[CH3:24]. The yield is 0.890. (6) The reactants are [CH2:1]([C:4]1([CH2:24][F:25])[S:9](=[O:11])(=[O:10])[CH2:8][C@:7]([C:13]2[CH:18]=[C:17]([N+:19]([O-:21])=[O:20])[CH:16]=[CH:15][C:14]=2[F:22])([CH3:12])[N:6]=[C:5]1[NH2:23])[CH:2]=[CH2:3].[CH3:26][C:27]([O:30][C:31](O[C:31]([O:30][C:27]([CH3:29])([CH3:28])[CH3:26])=[O:32])=[O:32])([CH3:29])[CH3:28]. The catalyst is ClCCl.CN(C1C=CN=CC=1)C. The product is [CH2:1]([C:4]1([CH2:24][F:25])[S:9](=[O:11])(=[O:10])[CH2:8][C@:7]([C:13]2[CH:18]=[C:17]([N+:19]([O-:21])=[O:20])[CH:16]=[CH:15][C:14]=2[F:22])([CH3:12])[N:6]=[C:5]1[N:23]([C:31]([O:30][C:27]([CH3:29])([CH3:28])[CH3:26])=[O:32])[C:31](=[O:32])[O:30][C:27]([CH3:29])([CH3:28])[CH3:26])[CH:2]=[CH2:3]. The yield is 0.580. (7) The reactants are [CH3:1][NH:2][CH3:3].C([O-])([O-])=O.[Na+].[Na+].[Br:10][CH2:11][CH2:12][C:13]([C:23]1[CH:28]=[CH:27][CH:26]=[CH:25][CH:24]=1)([C:17]1[CH:22]=[CH:21][CH:20]=[CH:19][CH:18]=1)[C:14](Cl)=[O:15]. The catalyst is C1(C)C=CC=CC=1. The product is [Br-:10].[CH3:1][N+:2]([CH3:3])=[C:14]1[C:13]([C:23]2[CH:28]=[CH:27][CH:26]=[CH:25][CH:24]=2)([C:17]2[CH:22]=[CH:21][CH:20]=[CH:19][CH:18]=2)[CH2:12][CH2:11][O:15]1. The yield is 0.530. (8) The reactants are [N+:1]([C:4]1[CH:5]=[C:6]2[C:10](=[CH:11][CH:12]=1)[NH:9][C:8]([C:13]1[CH:18]=[CH:17][CH:16]=[CH:15][N:14]=1)=[CH:7]2)([O-])=O.Cl[Sn]Cl.O. The catalyst is CCO. The product is [N:14]1[CH:15]=[CH:16][CH:17]=[CH:18][C:13]=1[C:8]1[NH:9][C:10]2[C:6]([CH:7]=1)=[CH:5][C:4]([NH2:1])=[CH:12][CH:11]=2. The yield is 0.200. (9) The reactants are Cl[C:2]1[CH:3]=[CH:4][N:5]2[C:10]([C:11]=1[CH3:12])=[C:9]([CH:13]1[CH2:15][CH2:14]1)[CH:8]=[C:7]([C:16]([O:18][CH3:19])=[O:17])[C:6]2=[O:20].[CH3:21][NH:22][C:23]1[CH:28]=[CH:27][C:26](B2OC(C)(C)C(C)(C)O2)=[CH:25][CH:24]=1. No catalyst specified. The product is [CH3:21][NH:22][C:23]1[CH:28]=[CH:27][C:26]([C:2]2[CH:3]=[CH:4][N:5]3[C:10]([C:11]=2[CH3:12])=[C:9]([CH:13]2[CH2:15][CH2:14]2)[CH:8]=[C:7]([C:16]([O:18][CH3:19])=[O:17])[C:6]3=[O:20])=[CH:25][CH:24]=1. The yield is 0.810.